From a dataset of TCR-epitope binding with 47,182 pairs between 192 epitopes and 23,139 TCRs. Binary Classification. Given a T-cell receptor sequence (or CDR3 region) and an epitope sequence, predict whether binding occurs between them. (1) The epitope is TLVPQEHYV. The TCR CDR3 sequence is CASSLMQGLETEAFF. Result: 0 (the TCR does not bind to the epitope). (2) The epitope is VTEHDTLLY. Result: 0 (the TCR does not bind to the epitope). The TCR CDR3 sequence is CASSDPGGSGEQYF. (3) The epitope is GPGHKARVL. The TCR CDR3 sequence is CASSPSGYNNEQFF. Result: 1 (the TCR binds to the epitope). (4) The epitope is CLGGLLTMV. The TCR CDR3 sequence is CASSSPVQTSGLHEQFF. Result: 0 (the TCR does not bind to the epitope). (5) The epitope is TPRVTGGGAM. The TCR CDR3 sequence is CASSFRDYGNYEQYF. Result: 1 (the TCR binds to the epitope). (6) The epitope is VTEHDTLLY. The TCR CDR3 sequence is CASSSGLGGPETQYF. Result: 1 (the TCR binds to the epitope). (7) The epitope is QVPLRPMTYK. The TCR CDR3 sequence is CASSQPGLAVEQYF. Result: 0 (the TCR does not bind to the epitope).